From a dataset of Catalyst prediction with 721,799 reactions and 888 catalyst types from USPTO. Predict which catalyst facilitates the given reaction. (1) Reactant: Cl[C:2]1[N:7]=[C:6]([CH2:8][CH2:9][C:10]2[CH:15]=[CH:14][CH:13]=[CH:12][C:11]=2[C:16]2([C:19]([NH2:21])=[O:20])[CH2:18][CH2:17]2)[C:5]([Cl:22])=[CH:4][N:3]=1.[CH3:23][N:24]1[CH:28]=[CH:27][C:26]([NH2:29])=[N:25]1.O.C1(C)C=CC(S(O)(=O)=O)=CC=1. Product: [Cl:22][C:5]1[C:6]([CH2:8][CH2:9][C:10]2[CH:15]=[CH:14][CH:13]=[CH:12][C:11]=2[C:16]2([C:19]([NH2:21])=[O:20])[CH2:18][CH2:17]2)=[N:7][C:2]([NH:29][C:26]2[CH:27]=[CH:28][N:24]([CH3:23])[N:25]=2)=[N:3][CH:4]=1. The catalyst class is: 440. (2) Reactant: [Cl:1][C:2]1[CH:7]=[CH:6][C:5]([C:8]2[N:12]([CH:13]3[CH2:15][CH2:14]3)[C:11](=[O:16])[N:10]([CH2:17][C:18]([NH:20][NH2:21])=O)[N:9]=2)=[CH:4][CH:3]=1.Cl.[CH2:23]([O:25][C:26]1[CH:31]=[CH:30][CH:29]=[CH:28][C:27]=1[CH2:32][C:33](=N)[NH2:34])[CH3:24]. Product: [Cl:1][C:2]1[CH:7]=[CH:6][C:5]([C:8]2[N:12]([CH:13]3[CH2:15][CH2:14]3)[C:11](=[O:16])[N:10]([CH2:17][C:18]3[NH:34][C:33]([CH2:32][C:27]4[CH:28]=[CH:29][CH:30]=[CH:31][C:26]=4[O:25][CH2:23][CH3:24])=[N:21][N:20]=3)[N:9]=2)=[CH:4][CH:3]=1. The catalyst class is: 121. (3) Reactant: FC(F)(F)S(O[Si:7]([CH3:18])([CH3:17])[CH:8]1[C:12]([CH3:13])=[C:11]([CH3:14])[C:10]([CH3:15])=[C:9]1[CH3:16])(=O)=O.[CH3:21][C:22]1[CH:30]=[CH:29][C:28]([CH3:31])=[C:27]2[C:23]=1[CH:24]=[CH:25][C-:26]2[C:32]1[CH:37]=[CH:36][CH:35]=[CH:34][CH:33]=1.[Li+]. Product: [CH3:31][C:28]1[CH:29]=[CH:30][C:22]([CH3:21])=[C:23]2[C:27]=1[C:26]([C:32]1[CH:37]=[CH:36][CH:35]=[CH:34][CH:33]=1)=[CH:25][CH:24]2[Si:7]([CH3:17])([CH3:18])[CH:8]1[C:12]([CH3:13])=[C:11]([CH3:14])[C:10]([CH3:15])=[C:9]1[CH3:16]. The catalyst class is: 28.